From a dataset of Full USPTO retrosynthesis dataset with 1.9M reactions from patents (1976-2016). Predict the reactants needed to synthesize the given product. (1) Given the product [F:23][C:24]([F:38])([F:37])[C:25]1[CH:30]=[CH:29][N:28]2[C:31]([C:34](=[S:10])[NH2:36])=[CH:32][N:33]=[C:27]2[N:26]=1, predict the reactants needed to synthesize it. The reactants are: COC1C=CC(P2(SP(C3C=CC(OC)=CC=3)(=S)S2)=[S:10])=CC=1.[F:23][C:24]([F:38])([F:37])[C:25]1[CH:30]=[CH:29][N:28]2[C:31]([C:34]([NH2:36])=O)=[CH:32][N:33]=[C:27]2[N:26]=1. (2) Given the product [F:1][C:2]1[CH:3]=[C:4]([NH:9][C:10](=[O:11])[C:12]2[CH:13]=[C:14]([S:19](=[O:21])(=[O:20])[NH:30][C@H:31]([CH3:34])[CH2:32][OH:33])[CH:15]=[CH:16][C:17]=2[F:18])[CH:5]=[CH:6][C:7]=1[F:8], predict the reactants needed to synthesize it. The reactants are: [F:1][C:2]1[CH:3]=[C:4]([NH:9][C:10]([C:12]2[CH:13]=[C:14]([S:19](Cl)(=[O:21])=[O:20])[CH:15]=[CH:16][C:17]=2[F:18])=[O:11])[CH:5]=[CH:6][C:7]=1[F:8].CCN(CC)CC.[NH2:30][C@H:31]([CH3:34])[CH2:32][OH:33]. (3) Given the product [Br:2][C:3]1[CH:11]=[C:10]2[C:6]([CH:7]=[C:8]([C:12]([N:33]3[CH2:34][CH2:35][N:30]([C:28]([CH:25]4[CH2:26][CH2:27]4)=[O:29])[CH2:31][CH2:32]3)=[O:14])[NH:9]2)=[CH:5][C:4]=1[O:15][CH:16]1[CH2:17][CH2:18][N:19]([CH:22]([CH3:23])[CH3:24])[CH2:20][CH2:21]1, predict the reactants needed to synthesize it. The reactants are: Cl.[Br:2][C:3]1[CH:11]=[C:10]2[C:6]([CH:7]=[C:8]([C:12]([OH:14])=O)[NH:9]2)=[CH:5][C:4]=1[O:15][CH:16]1[CH2:21][CH2:20][N:19]([CH:22]([CH3:24])[CH3:23])[CH2:18][CH2:17]1.[CH:25]1([C:28]([N:30]2[CH2:35][CH2:34][NH:33][CH2:32][CH2:31]2)=[O:29])[CH2:27][CH2:26]1. (4) The reactants are: FC(F)(F)C(O)=O.[O:8]1CCO[CH:9]1[CH2:13][N:14]1[C:23]2[CH:22]=[C:21]([O:24][CH3:25])[CH:20]=[C:19]([C:26]([O:28][CH3:29])=[O:27])[C:18]=2[CH:17]=[CH:16][C:15]1=[O:30]. Given the product [CH3:25][O:24][C:21]1[CH:20]=[C:19]([C:26]([O:28][CH3:29])=[O:27])[C:18]2[CH:17]=[CH:16][C:15](=[O:30])[N:14]([CH2:13][CH:9]=[O:8])[C:23]=2[CH:22]=1, predict the reactants needed to synthesize it. (5) Given the product [Cl:17][C:16]1[C:11]2[B:12]([OH:15])[O:13][CH2:14][C:10]=2[C:9]([F:18])=[CH:8][C:7]=1[O:6][CH2:5][C:2]([NH:1][C:36](=[O:37])[C:35]1[CH:39]=[CH:40][C:32]([O:31][C:30]([F:29])([F:41])[F:42])=[CH:33][CH:34]=1)([C:3]#[N:4])[CH3:19], predict the reactants needed to synthesize it. The reactants are: [NH2:1][C:2]([CH3:19])([CH2:5][O:6][C:7]1[CH:8]=[C:9]([F:18])[C:10]2[CH2:14][O:13][B:12]([OH:15])[C:11]=2[C:16]=1[Cl:17])[C:3]#[N:4].CCN(C(C)C)C(C)C.[F:29][C:30]([F:42])([F:41])[O:31][C:32]1[CH:40]=[CH:39][C:35]([C:36](Cl)=[O:37])=[CH:34][CH:33]=1.Cl.